This data is from Reaction yield outcomes from USPTO patents with 853,638 reactions. The task is: Predict the reaction yield, written as a fraction of the theoretical maximum amount of product (1.0 means a 100% yield; for example, 0.34 means a 34% yield). (1) The reactants are C([O:3][C:4](=[O:29])[CH2:5][CH2:6][CH2:7][N:8]([CH2:10][CH2:11][O:12][C:13]1[CH:18]=[CH:17][C:16]([N:19]2[C:27]([Cl:28])=[C:26]3[C:21]([CH:22]=[CH:23][CH:24]=[CH:25]3)=[N:20]2)=[CH:15][CH:14]=1)[CH3:9])C.[OH-].[Na+]. The catalyst is CCO.O. The product is [Cl:28][C:27]1[N:19]([C:16]2[CH:15]=[CH:14][C:13]([O:12][CH2:11][CH2:10][N:8]([CH3:9])[CH2:7][CH2:6][CH2:5][C:4]([OH:29])=[O:3])=[CH:18][CH:17]=2)[N:20]=[C:21]2[C:26]=1[CH:25]=[CH:24][CH:23]=[CH:22]2. The yield is 0.500. (2) The reactants are OC(C(F)(F)F)=O.[F:8][C:9]1[CH:26]=[CH:25][C:12]([CH2:13][C:14]2[C:23]3[C:18](=[CH:19][CH:20]=[CH:21][CH:22]=3)[C:17](=[O:24])[NH:16][N:15]=2)=[CH:11][C:10]=1[C:27]([N:29]1[CH2:34][CH2:33][NH:32][CH2:31][CH2:30]1)=[O:28].[CH3:35][C:36]([CH3:43])([CH3:42])[C:37](=[O:41])[C:38](O)=[O:39].CCN(C(C)C)C(C)C.CN(C(ON1N=NC2C=CC=NC1=2)=[N+](C)C)C.F[P-](F)(F)(F)(F)F. The catalyst is CN(C=O)C. The product is [F:8][C:9]1[CH:26]=[CH:25][C:12]([CH2:13][C:14]2[C:23]3[C:18](=[CH:19][CH:20]=[CH:21][CH:22]=3)[C:17](=[O:24])[NH:16][N:15]=2)=[CH:11][C:10]=1[C:27]([N:29]1[CH2:34][CH2:33][N:32]([C:38](=[O:39])[C:37](=[O:41])[C:36]([CH3:43])([CH3:42])[CH3:35])[CH2:31][CH2:30]1)=[O:28]. The yield is 0.469. (3) The reactants are [F-].C([N+](CCCC)(CCCC)CCCC)CCC.[Si]([O:36][CH2:37][CH2:38][O:39][CH2:40][C@H:41]([O:51][C:52]1[N:57]=[CH:56][N:55]=[C:54]2[N:58]([C:61]3[CH:66]=[CH:65][CH:64]=[CH:63][C:62]=3[Cl:67])[N:59]=[CH:60][C:53]=12)[C:42]([NH:44][C:45]1[CH:50]=[CH:49][CH:48]=[CH:47][N:46]=1)=[O:43])(C(C)(C)C)(C1C=CC=CC=1)C1C=CC=CC=1. The catalyst is O1CCCC1. The product is [Cl:67][C:62]1[CH:63]=[CH:64][CH:65]=[CH:66][C:61]=1[N:58]1[C:54]2=[N:55][CH:56]=[N:57][C:52]([O:51][C@@H:41]([CH2:40][O:39][CH2:38][CH2:37][OH:36])[C:42]([NH:44][C:45]3[CH:50]=[CH:49][CH:48]=[CH:47][N:46]=3)=[O:43])=[C:53]2[CH:60]=[N:59]1. The yield is 0.749. (4) The reactants are [CH3:1][O:2][CH2:3][C:4]([C:7]1[CH:44]=[CH:43][C:10]2[NH:11][C:12]([CH2:14][CH2:15][CH:16]3[CH2:19][CH:18]([N:20]([CH2:22][C@@H:23]4[C@H:27]5[O:28]C(C)(C)[O:30][C@H:26]5[C@H:25]([N:33]5[CH:41]=[N:40][C:39]6[C:34]5=[N:35][CH:36]=[N:37][C:38]=6[NH2:42])[O:24]4)[CH3:21])[CH2:17]3)=[N:13][C:9]=2[CH:8]=1)([CH3:6])[CH3:5].Cl.[CH3:46]O. No catalyst specified. The product is [NH2:42][C:38]1[N:37]=[CH:36][N:35]=[C:34]2[C:39]=1[N:40]=[CH:41][N:33]2[C@H:25]1[C@H:26]([OH:30])[C@H:27]([OH:28])[C@@H:23]([CH2:22][N:20]([CH:18]2[CH2:19][CH:16]([CH2:15][CH2:14][C:12]3[NH:11][C:10]4[CH:43]=[CH:44][C:7]([C:4]([CH2:5][CH3:46])([CH3:6])[CH2:3][O:2][CH3:1])=[CH:8][C:9]=4[N:13]=3)[CH2:17]2)[CH3:21])[O:24]1. The yield is 0.530. (5) The reactants are C([Li])CCC.CC1(C)CCCC(C)(C)N1.[Br:16][C:17]1[CH:25]=[CH:24][C:20]([C:21]([OH:23])=[O:22])=[CH:19][N:18]=1.[I:26]I. The catalyst is O1CCCC1. The product is [Br:16][C:17]1[CH:25]=[C:24]([I:26])[C:20]([C:21]([OH:23])=[O:22])=[CH:19][N:18]=1. The yield is 0.650. (6) The reactants are C(O[C:6]([NH:8][C@@H:9]([CH2:26][C:27]#[N:28])[C:10]([NH:12][C:13]1[CH:25]=[CH:24][C:16]([C:17]([O:19]C(C)(C)C)=[O:18])=[CH:15][CH:14]=1)=[O:11])=[O:7])(C)(C)C.C(N(CC)CC)C.[N+:36]([C:39]1[CH:54]=[CH:53][C:42](C(ON2C(=O)CCC2=O)=O)=[CH:41][CH:40]=1)([O-:38])=[O:37].CCOC(C)=O. The catalyst is Cl.O1CCOCC1. The product is [C:27]([CH2:26][C@H:9]([NH:8][C:6](=[O:7])[C:42]1[CH:53]=[CH:54][C:39]([N+:36]([O-:38])=[O:37])=[CH:40][CH:41]=1)[C:10]([NH:12][C:13]1[CH:14]=[CH:15][C:16]([C:17]([OH:19])=[O:18])=[CH:24][CH:25]=1)=[O:11])#[N:28]. The yield is 0.390. (7) The reactants are Br[C:2]1[CH:21]=[CH:20][C:5]2[NH:6][C:7]([C@@H:9]([NH:12]C(=O)OC(C)(C)C)[CH2:10][CH3:11])=[N:8][C:4]=2[CH:3]=1.[Br-].[CH2:23]([Zn+])[C:24]([CH3:27])([CH3:26])[CH3:25].O1CCCC1.FC(F)(F)C(O)=O. The catalyst is C1C=CC(P(C2C=CC=CC=2)[C-]2C=CC=C2)=CC=1.C1C=CC(P(C2C=CC=CC=2)[C-]2C=CC=C2)=CC=1.Cl[Pd]Cl.[Fe+2]. The product is [CH3:23][C:24]([CH3:27])([CH3:26])[CH2:25][C:2]1[CH:21]=[CH:20][C:5]2[NH:6][C:7]([C@@H:9]([NH2:12])[CH2:10][CH3:11])=[N:8][C:4]=2[CH:3]=1. The yield is 0.150.